From a dataset of HIV replication inhibition screening data with 41,000+ compounds from the AIDS Antiviral Screen. Binary Classification. Given a drug SMILES string, predict its activity (active/inactive) in a high-throughput screening assay against a specified biological target. (1) The compound is Cc1cccc2c3ccc4c(c3n(C)c12)C(=O)C=CC4=O. The result is 0 (inactive). (2) The molecule is CC(Br)C1CCC2c3[nH]c4ccccc4c3CCN2C1. The result is 0 (inactive). (3) The compound is Cc1nn(C(=O)Cc2ccccc2)c2c1C(c1ccc(Cl)cc1)SC(=N)N2. The result is 1 (active). (4) The compound is O=C(c1nc2ccccc2nc1O)C(O)c1ccco1. The result is 0 (inactive). (5) The drug is Cc1cccnc1NC(=S)Nc1ncccc1C. The result is 0 (inactive). (6) The drug is Oc1cc(O)c2c(c1)OC(c1ccc(O)c(O)c1)C(O)C2c1c(O)cc(O)c2c1OC(c1ccc(O)c(O)c1)C(O)C2. The result is 0 (inactive). (7) The molecule is CC1(C)CC2=NOS3=C2C(=NO3)C1c1ccccn1. The result is 0 (inactive). (8) The compound is O=C(O)C(Cl)=C(Cl)C(=O)Nc1cc(Cl)ccc1Cl. The result is 0 (inactive).